From a dataset of Peptide-MHC class I binding affinity with 185,985 pairs from IEDB/IMGT. Regression. Given a peptide amino acid sequence and an MHC pseudo amino acid sequence, predict their binding affinity value. This is MHC class I binding data. (1) The peptide sequence is YIIKLVFLWL. The MHC is HLA-A02:06 with pseudo-sequence HLA-A02:06. The binding affinity (normalized) is 0.307. (2) The binding affinity (normalized) is 0.0847. The MHC is HLA-B44:02 with pseudo-sequence HLA-B44:02. The peptide sequence is SDFQVHFL. (3) The peptide sequence is PPQATAKYL. The MHC is HLA-B27:05 with pseudo-sequence HLA-B27:05. The binding affinity (normalized) is 0.0847. (4) The peptide sequence is ATPYDINQL. The MHC is Mamu-A01 with pseudo-sequence Mamu-A01. The binding affinity (normalized) is 0.938. (5) The peptide sequence is VWLSVIWMMW. The MHC is HLA-A02:06 with pseudo-sequence HLA-A02:06. The binding affinity (normalized) is 0.